This data is from Reaction yield outcomes from USPTO patents with 853,638 reactions. The task is: Predict the reaction yield, written as a fraction of the theoretical maximum amount of product (1.0 means a 100% yield; for example, 0.34 means a 34% yield). (1) The reactants are [CH3:1][O:2][C:3]1[N:8]=[CH:7][C:6]([NH:9][C:10]2[C:17]([C:18]3[N:26]=[C:25]([CH3:27])[N:24]=[C:23]4[C:19]=3[N:20]=[CH:21][N:22]4C3CCCCO3)=[CH:16][C:13]([CH:14]=O)=[CH:12][N:11]=2)=[CH:5][CH:4]=1.[CH:34]([NH2:37])([CH3:36])[CH3:35].[BH4-].[Na+].Cl.C(O)(C(F)(F)F)=O. The catalyst is C(O)C.C(Cl)Cl.CO.C(O[Ti](OC(C)C)(OC(C)C)OC(C)C)(C)C. The product is [CH:34]([NH:37][CH2:14][C:13]1[CH:16]=[C:17]([C:18]2[N:26]=[C:25]([CH3:27])[N:24]=[C:23]3[C:19]=2[N:20]=[CH:21][NH:22]3)[C:10]([NH:9][C:6]2[CH:7]=[N:8][C:3]([O:2][CH3:1])=[CH:4][CH:5]=2)=[N:11][CH:12]=1)([CH3:36])[CH3:35]. The yield is 0.760. (2) The reactants are [Br:1][C:2]1[C:3]([CH3:10])=[C:4]([C:7]([OH:9])=[O:8])[S:5][CH:6]=1.OS(O)(=O)=O.[CH3:16]O. The catalyst is CCOC(C)=O.Cl. The product is [Br:1][C:2]1[C:3]([CH3:10])=[C:4]([C:7]([O:9][CH3:16])=[O:8])[S:5][CH:6]=1. The yield is 0.760. (3) The reactants are [C:1](O)(=O)[CH3:2].C(N1C=CN=C1)(N1C=CN=C1)=O.[OH:17][NH:18][C:19]([C:21]1[C:22]2[CH:23]=[CH:24][C:25]([NH:31][CH2:32][C:33]3[CH:38]=[CH:37][CH:36]=[CH:35][C:34]=3[O:39][CH3:40])=[N:26][C:27]=2[CH:28]=[CH:29][CH:30]=1)=[NH:20]. The catalyst is C1COCC1. The product is [CH3:40][O:39][C:34]1[CH:35]=[CH:36][CH:37]=[CH:38][C:33]=1[CH2:32][NH:31][C:25]1[CH:24]=[CH:23][C:22]2[C:27](=[CH:28][CH:29]=[CH:30][C:21]=2[C:19]2[N:20]=[C:1]([CH3:2])[O:17][N:18]=2)[N:26]=1. The yield is 0.500. (4) The reactants are [Cl:1][C:2]1[CH:7]=[C:6]([F:8])[C:5]([F:9])=[CH:4][C:3]=1[NH:10]C(=O)C.[N+:14]([O-])([OH:16])=[O:15]. The catalyst is C(O)(=O)C.S(=O)(=O)(O)O. The product is [Cl:1][C:2]1[C:3]([NH2:10])=[C:4]([N+:14]([O-:16])=[O:15])[C:5]([F:9])=[C:6]([F:8])[CH:7]=1. The yield is 0.690. (5) The reactants are [Cl:1][C:2]1[CH:3]=[C:4]2[C:9](=[CH:10][CH:11]=1)[N:8]=[CH:7][C:6]([N+:12]([O-])=O)=[C:5]2[C:15]([F:18])([F:17])[F:16].C([O-])([O-])=O.[K+].[K+]. The catalyst is CCOC(C)=O. The product is [Cl:1][C:2]1[CH:3]=[C:4]2[C:9](=[CH:10][CH:11]=1)[N:8]=[CH:7][C:6]([NH2:12])=[C:5]2[C:15]([F:17])([F:16])[F:18]. The yield is 0.970.